Dataset: Forward reaction prediction with 1.9M reactions from USPTO patents (1976-2016). Task: Predict the product of the given reaction. (1) Given the reactants C([O:8][C:9]1[CH:14]=[C:13]([C:15]([F:18])([F:17])[F:16])[CH:12]=[CH:11][C:10]=1[C:19]1[CH:24]=[C:23]([CH2:25][NH:26][C:27]([C@@H:29]2[CH2:33][C@@H:32]([F:34])[CH2:31][N:30]2[S:35]([C:38]2[CH:43]=[CH:42][C:41]([F:44])=[CH:40][CH:39]=2)(=[O:37])=[O:36])=[O:28])[CH:22]=[CH:21][N:20]=1)C1C=CC=CC=1, predict the reaction product. The product is: [F:34][C@H:32]1[CH2:31][N:30]([S:35]([C:38]2[CH:39]=[CH:40][C:41]([F:44])=[CH:42][CH:43]=2)(=[O:36])=[O:37])[C@H:29]([C:27]([NH:26][CH2:25][C:23]2[CH:22]=[CH:21][N:20]=[C:19]([C:10]3[CH:11]=[CH:12][C:13]([C:15]([F:18])([F:17])[F:16])=[CH:14][C:9]=3[OH:8])[CH:24]=2)=[O:28])[CH2:33]1. (2) The product is: [F:1][CH2:2][C@H:3]([N:7]1[C:15]2[C:10](=[N:11][C:12]([C:17]3[C:18]([CH3:37])=[N:19][C:20]([CH:23]([CH3:24])[CH3:25])=[CH:21][CH:22]=3)=[C:13]([CH3:16])[CH:14]=2)[C:9]([CH3:34])=[CH:8]1)[CH2:4][O:5][CH3:6]. Given the reactants [F:1][CH2:2][CH:3]([N:7]1[C:15]2[C:10](=[N:11][C:12]([C:17]3[C:18](OS(C(F)(F)F)(=O)=O)=[N:19][C:20]([CH:23]([CH3:25])[CH3:24])=[CH:21][CH:22]=3)=[C:13]([CH3:16])[CH:14]=2)[C:9]([CH3:34])=[CH:8]1)[CH2:4][O:5][CH3:6].[Cl-].[Li+].[CH3:37]N(C=O)C.C[Sn](C)(C)C, predict the reaction product. (3) Given the reactants [C:1]([O:5][C:6]([NH:8][C:9]1[C:14]([Cl:15])=[CH:13][C:12]([O:16][CH3:17])=[C:11]([O:18][CH2:19][C:20]2[C:25]([O:26][CH3:27])=[CH:24][CH:23]=[C:22]([F:28])[C:21]=2[F:29])[CH:10]=1)=[O:7])([CH3:4])([CH3:3])[CH3:2].[H-].[Na+].Cl[C:33]1[CH:38]=[CH:37][N:36]=[CH:35][C:34]=1[N+:39]([O-])=O.Cl, predict the reaction product. The product is: [NH2:39][C:34]1[CH:35]=[N:36][CH:37]=[CH:38][C:33]=1[N:8]([C:6]([O:5][C:1]([CH3:4])([CH3:2])[CH3:3])=[O:7])[C:9]1[CH:10]=[C:11]([O:18][CH2:19][C:20]2[C:25]([O:26][CH3:27])=[CH:24][CH:23]=[C:22]([F:28])[C:21]=2[F:29])[C:12]([O:16][CH3:17])=[CH:13][C:14]=1[Cl:15].